This data is from Forward reaction prediction with 1.9M reactions from USPTO patents (1976-2016). The task is: Predict the product of the given reaction. (1) Given the reactants C([O:3][C:4](=O)[C:5]([C:18](=[O:25])[C:19]1[CH:24]=[CH:23][CH:22]=[CH:21][CH:20]=1)=[CH:6][NH:7][C:8]1[CH:13]=[CH:12][CH:11]=[CH:10][C:9]=1[C:14]([F:17])([F:16])[F:15])C, predict the reaction product. The product is: [OH:3][C:4]1[C:13]2[C:8](=[C:9]([C:14]([F:16])([F:15])[F:17])[CH:10]=[CH:11][CH:12]=2)[N:7]=[CH:6][C:5]=1[C:18]([C:19]1[CH:24]=[CH:23][CH:22]=[CH:21][CH:20]=1)=[O:25]. (2) Given the reactants Br[C:2]1[CH:11]=[CH:10][CH:9]=[C:8]2[C:3]=1[CH2:4][CH2:5][CH2:6][N:7]2[C:12](=[O:25])[CH2:13][CH2:14][CH2:15][O:16][C:17]1[CH:22]=[CH:21][CH:20]=[C:19]([CH3:23])[C:18]=1[CH3:24].C([O-])(=O)C.[K+].[B:31]1([B:31]2[O:35][C:34]([CH3:37])([CH3:36])[C:33]([CH3:39])([CH3:38])[O:32]2)[O:35][C:34]([CH3:37])([CH3:36])[C:33]([CH3:39])([CH3:38])[O:32]1, predict the reaction product. The product is: [CH3:24][C:18]1[C:19]([CH3:23])=[CH:20][CH:21]=[CH:22][C:17]=1[O:16][CH2:15][CH2:14][CH2:13][C:12]([N:7]1[C:8]2[C:3](=[C:2]([B:31]3[O:35][C:34]([CH3:37])([CH3:36])[C:33]([CH3:39])([CH3:38])[O:32]3)[CH:11]=[CH:10][CH:9]=2)[CH2:4][CH2:5][CH2:6]1)=[O:25]. (3) Given the reactants [N+:1]([C:4]1[CH:5]=[C:6]([CH:18]=[CH:19][CH:20]=1)[O:7][C:8]1[CH:9]=[CH:10][C:11]2[N:12]([CH:14]=[C:15]([NH2:17])[N:16]=2)[CH:13]=1)([O-:3])=[O:2].[CH:21]1([C:24](Cl)=[O:25])[CH2:23][CH2:22]1, predict the reaction product. The product is: [N+:1]([C:4]1[CH:5]=[C:6]([CH:18]=[CH:19][CH:20]=1)[O:7][C:8]1[CH:9]=[CH:10][C:11]2[N:12]([CH:14]=[C:15]([NH:17][C:24]([CH:21]3[CH2:23][CH2:22]3)=[O:25])[N:16]=2)[CH:13]=1)([O-:3])=[O:2]. (4) Given the reactants [C:1]([O:5][C:6]([N:8]1[CH2:13][CH2:12][CH:11]([CH2:14][C:15](=[O:26])[CH2:16][CH2:17][C:18]2[CH:23]=[CH:22][C:21]([S:24][CH3:25])=[CH:20][CH:19]=2)[CH2:10][CH2:9]1)=[O:7])([CH3:4])([CH3:3])[CH3:2].[BH4-].[Na+], predict the reaction product. The product is: [C:1]([O:5][C:6]([N:8]1[CH2:9][CH2:10][CH:11]([CH2:14][CH:15]([OH:26])[CH2:16][CH2:17][C:18]2[CH:23]=[CH:22][C:21]([S:24][CH3:25])=[CH:20][CH:19]=2)[CH2:12][CH2:13]1)=[O:7])([CH3:4])([CH3:3])[CH3:2].